Dataset: Full USPTO retrosynthesis dataset with 1.9M reactions from patents (1976-2016). Task: Predict the reactants needed to synthesize the given product. (1) Given the product [NH:1]1[C:9]2[C:4](=[C:5](/[CH:10]=[CH:11]/[C:12]3[CH:17]=[N:16][C:15]([NH:18][C:20]4[CH:27]=[CH:26][C:23]([C:24]#[N:25])=[CH:22][CH:21]=4)=[N:14][CH:13]=3)[CH:6]=[CH:7][CH:8]=2)[CH:3]=[CH:2]1, predict the reactants needed to synthesize it. The reactants are: [NH:1]1[C:9]2[C:4](=[C:5](/[CH:10]=[CH:11]/[C:12]3[CH:13]=[N:14][C:15]([NH2:18])=[N:16][CH:17]=3)[CH:6]=[CH:7][CH:8]=2)[CH:3]=[CH:2]1.Br[C:20]1[CH:27]=[CH:26][C:23]([C:24]#[N:25])=[CH:22][CH:21]=1.C(=O)([O-])[O-].[Cs+].[Cs+]. (2) Given the product [C:39]([C:36]1[C:37](=[O:38])[N:32]([CH2:31][CH:26]2[CH2:30][CH2:29][CH2:28][CH2:27]2)[N:33]=[C:34]([C:43]2[CH:48]=[CH:47][C:46]([O:49][CH3:50])=[C:45]([F:51])[CH:44]=2)[CH:35]=1)([OH:41])=[O:40], predict the reactants needed to synthesize it. The reactants are: FC1C=C(F)C=CC=1C1C=C(COS(C)(=O)=O)C(=O)N(CC(C)C)N=1.[CH:26]1([CH2:31][N:32]2[C:37](=[O:38])[C:36]([C:39]([O:41]C)=[O:40])=[CH:35][C:34]([C:43]3[CH:48]=[CH:47][C:46]([O:49][CH3:50])=[C:45]([F:51])[CH:44]=3)=[N:33]2)[CH2:30][CH2:29][CH2:28][CH2:27]1. (3) Given the product [N:1]1[C:9]2[CH:8]=[CH:7][N:6]=[CH:5][C:4]=2[N:3]([C:10]2[S:14][C:13]([C:15]([NH2:32])=[O:17])=[C:12]([O:19][CH2:20][C:21]3[CH:26]=[CH:25][CH:24]=[CH:23][C:22]=3[O:27][C:28]([F:30])([F:29])[F:31])[CH:11]=2)[CH:2]=1, predict the reactants needed to synthesize it. The reactants are: [N:1]1[C:9]2[CH:8]=[CH:7][N:6]=[CH:5][C:4]=2[N:3]([C:10]2[S:14][C:13]([C:15]([O:17]C)=O)=[C:12]([O:19][CH2:20][C:21]3[CH:26]=[CH:25][CH:24]=[CH:23][C:22]=3[O:27][C:28]([F:31])([F:30])[F:29])[CH:11]=2)[CH:2]=1.[NH3:32]. (4) Given the product [F:15][CH:14]([F:16])[C:7]1[CH:6]=[CH:5][C:4]([CH2:3][NH:2][C:24](=[O:28])[CH:25]([CH3:27])[CH3:26])=[CH:13][C:8]=1[C:9]([OH:11])=[O:10], predict the reactants needed to synthesize it. The reactants are: Cl.[NH2:2][CH2:3][C:4]1[CH:5]=[CH:6][C:7]([CH:14]([F:16])[F:15])=[C:8]([CH:13]=1)[C:9]([O:11]C)=[O:10].C(N(CC)CC)C.[C:24](Cl)(=[O:28])[CH:25]([CH3:27])[CH3:26].[OH-].[Na+].